From a dataset of Catalyst prediction with 721,799 reactions and 888 catalyst types from USPTO. Predict which catalyst facilitates the given reaction. (1) Reactant: [Cl:1][C:2]1[CH:7]=[CH:6][C:5]([C@@H:8]2[CH2:13][CH2:12][N:11](C)[CH2:10][C@H:9]2[C:15]([O:17][CH3:18])=[O:16])=[CH:4][CH:3]=1.ClC(OC(Cl)C)=O.C(N(CC)CC)C.[C:41](O[C:41]([O:43][C:44]([CH3:47])([CH3:46])[CH3:45])=[O:42])([O:43][C:44]([CH3:47])([CH3:46])[CH3:45])=[O:42]. Product: [Cl:1][C:2]1[CH:7]=[CH:6][C:5]([C@@H:8]2[CH2:13][CH2:12][N:11]([C:41]([O:43][C:44]([CH3:45])([CH3:46])[CH3:47])=[O:42])[CH2:10][C@H:9]2[C:15]([O:17][CH3:18])=[O:16])=[CH:4][CH:3]=1. The catalyst class is: 26. (2) Reactant: [F:1][C:2]1[CH:7]=[CH:6][C:5]([C:8]2[N:9]=[C:10]3[C:15](=[N:16][CH:17]=2)[N:14]=[C:13](S(C)=O)[N:12]=[C:11]3[NH:21][CH2:22][C:23]([F:26])([F:25])[F:24])=[CH:4][CH:3]=1.[NH2:27][CH:28]([C:30]1[CH:35]=[CH:34][C:33]([S:36]([NH2:39])(=[O:38])=[O:37])=[CH:32][CH:31]=1)[CH3:29]. Product: [F:1][C:2]1[CH:3]=[CH:4][C:5]([C:8]2[N:9]=[C:10]3[C:15](=[N:16][CH:17]=2)[N:14]=[C:13]([NH:27][CH:28]([C:30]2[CH:31]=[CH:32][C:33]([S:36]([NH2:39])(=[O:37])=[O:38])=[CH:34][CH:35]=2)[CH3:29])[N:12]=[C:11]3[NH:21][CH2:22][C:23]([F:25])([F:24])[F:26])=[CH:6][CH:7]=1. The catalyst class is: 12. (3) Reactant: [Cl:1][C:2]1[CH:7]=[CH:6][C:5]([NH:8][C:9]([NH:11][C:12]2[CH:13]=[C:14]([CH:25]=[CH:26][CH:27]=2)[O:15][C:16]2[CH:21]=[CH:20][N:19]=[C:18]([C:22](O)=[O:23])[CH:17]=2)=[O:10])=[CH:4][C:3]=1[C:28]([F:31])([F:30])[F:29].[CH3:32][N:33]([CH3:35])[NH2:34].C1C=CC2N(O)N=NC=2C=1.CCN=C=NCCCN(C)C.CN1[C@@H]2CC3C=CC(OC)=C4O[C@H]5[C@@H](O)C=C[C@@H]2[C@]5(C=34)CC1. Product: [Cl:1][C:2]1[CH:7]=[CH:6][C:5]([NH:8][C:9]([NH:11][C:12]2[CH:27]=[CH:26][CH:25]=[C:14]([O:15][C:16]3[CH:21]=[CH:20][N:19]=[C:18]([C:22]([NH:34][N:33]([CH3:35])[CH3:32])=[O:23])[CH:17]=3)[CH:13]=2)=[O:10])=[CH:4][C:3]=1[C:28]([F:30])([F:31])[F:29]. The catalyst class is: 3. (4) Reactant: [C:1]([O:5][C:6]([N:8]1[C:16]2[C:11](=[CH:12][C:13]([SH:21])=[C:14]([C:17]([CH3:20])([CH3:19])[CH3:18])[CH:15]=2)[CH2:10][CH2:9]1)=[O:7])([CH3:4])([CH3:3])[CH3:2].N1C=CC=CC=1.[S:28](Br)([C:31]1[CH:37]=[CH:36][C:34]([CH3:35])=[CH:33][CH:32]=1)(=[O:30])=[O:29].C(Cl)(Cl)(Cl)Cl. Product: [C:1]([O:5][C:6]([N:8]1[C:16]2[C:11](=[CH:12][C:13]([S:21][S:28]([C:31]3[CH:37]=[CH:36][C:34]([CH3:35])=[CH:33][CH:32]=3)(=[O:30])=[O:29])=[C:14]([C:17]([CH3:20])([CH3:19])[CH3:18])[CH:15]=2)[CH2:10][CH2:9]1)=[O:7])([CH3:4])([CH3:3])[CH3:2]. The catalyst class is: 25. (5) Reactant: [Cl:1][C:2]1[CH:8]=[C:7]([Cl:9])[CH:6]=[CH:5][C:3]=1[NH2:4].Br[CH:11]([CH3:13])[CH3:12]. Product: [Cl:1][C:2]1[CH:8]=[C:7]([Cl:9])[CH:6]=[CH:5][C:3]=1[NH:4][CH:11]([CH3:13])[CH3:12]. The catalyst class is: 22. (6) The catalyst class is: 16. Product: [Br:8][C:9]1[CH:14]=[CH:13][C:12]([CH2:15][CH2:16][O:17][CH2:4][CH:5]([CH3:7])[CH3:6])=[CH:11][CH:10]=1. Reactant: [OH-].[K+].Br[CH2:4][CH:5]([CH3:7])[CH3:6].[Br:8][C:9]1[CH:14]=[CH:13][C:12]([CH2:15][CH2:16][OH:17])=[CH:11][CH:10]=1.O. (7) Reactant: CC([O:4][C@@H:5]1[C@@H:10]([O:11]C(C)=O)[C@@H:9]([O:15]C(C)=O)[C@@H:8]2[NH:19][C:20]([C:22]3[C:27]([C@H:7]2[CH2:6]1)=[CH:26][C:25]1[O:28][CH2:29][O:30][C:24]=1[CH:23]=3)=[O:21])=O.C(=O)([O-])[O-].[K+].[K+]. Product: [CH:26]1[C:27]2[C:7]3=[CH:6][C@H:5]([OH:4])[C@@H:10]([OH:11])[C@@H:9]([OH:15])[C@@H:8]3[NH:19][C:20](=[O:21])[C:22]=2[CH:23]=[C:24]2[O:30][CH2:29][O:28][C:25]=12. The catalyst class is: 5. (8) The catalyst class is: 10. Reactant: [CH3:1][N:2]([CH2:4][CH2:5][N:6]1[C:20](=[O:21])[C:15]2=[CH:16][C:17]([NH2:19])=[CH:18][C:13]3[C:14]2=[C:9]([CH:10]=[CH:11][CH:12]=3)[C:7]1=[O:8])[CH3:3].[C:22]([C:24]1[CH:29]=[CH:28][C:27]([N:30]=[C:31]=[O:32])=[CH:26][CH:25]=1)#[N:23]. Product: [CH3:3][N:2]([CH3:1])[CH2:4][CH2:5][N:6]1[C:20](=[O:21])[C:15]2[CH:16]=[C:17]([NH:19][C:31]([NH:30][C:27]3[CH:28]=[CH:29][C:24]([C:22]#[N:23])=[CH:25][CH:26]=3)=[O:32])[CH:18]=[C:13]3[C:14]=2[C:9](=[CH:10][CH:11]=[CH:12]3)[C:7]1=[O:8].